This data is from Forward reaction prediction with 1.9M reactions from USPTO patents (1976-2016). The task is: Predict the product of the given reaction. (1) The product is: [Cl:48][C:43]1[CH:44]=[CH:45][CH:46]=[CH:47][C:42]=1[C@H:9]([N:10]([C:35]1[CH:40]=[CH:39][CH:38]=[C:37]([F:41])[CH:36]=1)[C:11]([C@@H:13]1[CH2:17][CH2:16][CH2:15][NH:14]1)=[O:12])[C:7]([NH:6][CH:4]1[CH2:3][C:2]([F:49])([F:1])[CH2:5]1)=[O:8]. Given the reactants [F:1][C:2]1([F:49])[CH2:5][CH:4]([NH:6][C:7]([C@H:9]([C:42]2[CH:47]=[CH:46][CH:45]=[CH:44][C:43]=2[Cl:48])[N:10]([C:35]2[CH:40]=[CH:39][CH:38]=[C:37]([F:41])[CH:36]=2)[C:11]([C@@H:13]2[CH2:17][CH2:16][CH2:15][N:14]2C(OCC2C3C=CC=CC=3C3C2=CC=CC=3)=O)=[O:12])=[O:8])[CH2:3]1.N1CCCCC1.O, predict the reaction product. (2) Given the reactants C[O:2][C:3](=[O:22])[CH2:4][CH2:5][CH:6]1[CH2:11][CH2:10][N:9]([C:12]2[CH:17]=[CH:16][C:15]([C:18]([F:21])([F:20])[F:19])=[CH:14][CH:13]=2)[CH2:8][CH2:7]1.[OH-].[Li+:24].O1CCCC1, predict the reaction product. The product is: [Li+:24].[F:20][C:18]([F:19])([F:21])[C:15]1[CH:16]=[CH:17][C:12]([N:9]2[CH2:10][CH2:11][CH:6]([CH2:5][CH2:4][C:3]([O-:22])=[O:2])[CH2:7][CH2:8]2)=[CH:13][CH:14]=1. (3) Given the reactants [C:1]([OH:6])(=[O:5])[C:2]([CH3:4])=[CH2:3].[CH3:7][C:8](=[CH2:17])[C:9]([O:11]C(=O)C(C)=C)=[O:10].O=O, predict the reaction product. The product is: [CH3:3][CH:2]([CH2:4][CH2:17][C:8](=[CH2:7])[C:9]([OH:11])=[O:10])[C:1]([OH:6])=[O:5].